From a dataset of Full USPTO retrosynthesis dataset with 1.9M reactions from patents (1976-2016). Predict the reactants needed to synthesize the given product. (1) Given the product [OH:20][C@H:17]1[CH2:16][CH2:15][C@H:14]([NH:13][C:10]2[N:9]=[CH:8][C:7]3[C:12](=[C:3]([OH:2])[C:4]([CH3:21])=[CH:5][CH:6]=3)[N:11]=2)[CH2:19][CH2:18]1, predict the reactants needed to synthesize it. The reactants are: C[O:2][C:3]1[C:4]([CH3:21])=[CH:5][CH:6]=[C:7]2[C:12]=1[N:11]=[C:10]([NH:13][C@H:14]1[CH2:19][CH2:18][C@H:17]([OH:20])[CH2:16][CH2:15]1)[N:9]=[CH:8]2.CCOC(C)=O. (2) Given the product [NH:6]1[CH:5]=[C:37]([CH:34]2[CH2:33][CH2:32][N:31]([CH2:30][CH2:29][C:26]3[CH:25]=[CH:24][C:23]([O:22][C:14]4[S:13][C:17]5[CH:18]=[CH:19][CH:20]=[CH:21][C:16]=5[N:15]=4)=[CH:28][CH:27]=3)[CH2:36][CH2:35]2)[N:38]=[N:7]1, predict the reactants needed to synthesize it. The reactants are: C[Si]([CH:5]=[N+:6]=[N-:7])(C)C.C([Li])CCC.[S:13]1[C:17]2[CH:18]=[CH:19][CH:20]=[CH:21][C:16]=2[N:15]=[C:14]1[O:22][C:23]1[CH:28]=[CH:27][C:26]([CH2:29][CH2:30][N:31]2[CH2:36][CH2:35][CH:34]([C:37]#[N:38])[CH2:33][CH2:32]2)=[CH:25][CH:24]=1.[NH4+].[Cl-]. (3) Given the product [C:45]([C:42]1[CH:41]=[CH:40][C:39]([CH2:38][CH:25](/[CH:24]=[CH:23]/[C:18]2[CH:19]=[CH:20][CH:21]=[CH:22][C:17]=2[O:16][CH2:15][CH2:14][CH2:13][CH2:12][CH2:11][N:1]2[CH2:6][CH2:5][CH2:4][CH2:3][C:2]2=[O:7])[CH2:26][CH2:27][C:28]2[CH:37]=[CH:36][C:31]([C:32]([OH:34])=[O:33])=[CH:30][CH:29]=2)=[CH:44][CH:43]=1)([OH:47])=[O:46], predict the reactants needed to synthesize it. The reactants are: [NH:1]1[CH2:6][CH2:5][CH2:4][CH2:3][C:2]1=[O:7].[H-].[Na+].Cl[CH2:11][CH2:12][CH2:13][CH2:14][CH2:15][O:16][C:17]1[CH:22]=[CH:21][CH:20]=[CH:19][C:18]=1/[CH:23]=[CH:24]/[CH:25]([CH2:38][C:39]1[CH:44]=[CH:43][C:42]([C:45]([O:47]C)=[O:46])=[CH:41][CH:40]=1)[CH2:26][CH2:27][C:28]1[CH:37]=[CH:36][C:31]([C:32]([O:34]C)=[O:33])=[CH:30][CH:29]=1.[Cl-].[NH4+]. (4) Given the product [Cl:1][C:2]1[CH:15]=[CH:14][CH:13]=[CH:12][C:3]=1[CH2:4][C:5]1[C:6]([CH3:11])=[N:7][N:8]2[C:26](=[O:27])[CH:25]=[C:24]([C:21]3[CH:20]=[CH:19][C:18]([O:17][CH3:16])=[CH:23][CH:22]=3)[NH:10][C:9]=12, predict the reactants needed to synthesize it. The reactants are: [Cl:1][C:2]1[CH:15]=[CH:14][CH:13]=[CH:12][C:3]=1[CH2:4][C:5]1[C:6]([CH3:11])=[N:7][NH:8][C:9]=1[NH2:10].[CH3:16][O:17][C:18]1[CH:23]=[CH:22][C:21]([C:24](=O)[CH2:25][C:26](OC)=[O:27])=[CH:20][CH:19]=1.